From a dataset of Catalyst prediction with 721,799 reactions and 888 catalyst types from USPTO. Predict which catalyst facilitates the given reaction. Reactant: [Cl:1][C:2]1[N:7]=[C:6]([NH:8][C@H:9]2[CH2:14][CH2:13][CH2:12][C:11](=[O:15])[CH2:10]2)[C:5]([F:16])=[CH:4][N:3]=1.[CH3:17][Mg]Br.[NH4+].[Cl-].CCOC(C)=O. Product: [Cl:1][C:2]1[N:7]=[C:6]([NH:8][C@H:9]2[CH2:14][CH2:13][CH2:12][C:11]([CH3:17])([OH:15])[CH2:10]2)[C:5]([F:16])=[CH:4][N:3]=1. The catalyst class is: 1.